Predict the product of the given reaction. From a dataset of Forward reaction prediction with 1.9M reactions from USPTO patents (1976-2016). (1) Given the reactants [CH3:1][N:2]([C@@H:10]([CH2:29][CH:30]([CH3:32])[CH3:31])[CH2:11][O:12][C:13]1[CH:14]=[CH:15][C:16]2[C:25]3[C:20](=[CH:21][N:22]=[CH:23][CH:24]=3)[C:19](=[O:26])[N:18]([CH3:27])[C:17]=2[CH:28]=1)C(=O)OC(C)(C)C.Cl.CCOCC, predict the reaction product. The product is: [CH3:27][N:18]1[C:17]2[CH:28]=[C:13]([O:12][CH2:11][C@@H:10]([NH:2][CH3:1])[CH2:29][CH:30]([CH3:32])[CH3:31])[CH:14]=[CH:15][C:16]=2[C:25]2[C:20](=[CH:21][N:22]=[CH:23][CH:24]=2)[C:19]1=[O:26]. (2) Given the reactants [CH2:1]([O:8][C:9]1[CH:14]=[CH:13][C:12]([NH:15][C:16](=[O:28])[NH:17][CH2:18][CH2:19][NH:20]C(=O)OC(C)(C)C)=[CH:11][CH:10]=1)[C:2]1[CH:7]=[CH:6][CH:5]=[CH:4][CH:3]=1.[ClH:29], predict the reaction product. The product is: [ClH:29].[NH2:20][CH2:19][CH2:18][NH:17][C:16]([NH:15][C:12]1[CH:13]=[CH:14][C:9]([O:8][CH2:1][C:2]2[CH:7]=[CH:6][CH:5]=[CH:4][CH:3]=2)=[CH:10][CH:11]=1)=[O:28]. (3) Given the reactants C1CN([P+](ON2N=NC3C=CC=CC2=3)(N2CCCC2)N2CCCC2)CC1.F[P-](F)(F)(F)(F)F.C(N(CC)CC)C.[F:41][C:42]1[CH:47]=[CH:46][C:45]([C:48]2[N:53]=[N:52][C:51]([N:54]3[CH2:59][CH2:58][CH:57]([NH:60][CH3:61])[CH2:56][CH2:55]3)=[C:50]([CH3:62])[C:49]=2[CH3:63])=[CH:44][CH:43]=1.[CH3:64][O:65][C:66]1[CH:84]=[CH:83][C:69]([CH2:70][N:71]2[CH:75]=[C:74]([C:76](O)=[O:77])[C:73]([C:79]([F:82])([F:81])[F:80])=[N:72]2)=[CH:68][CH:67]=1, predict the reaction product. The product is: [F:41][C:42]1[CH:47]=[CH:46][C:45]([C:48]2[N:53]=[N:52][C:51]([N:54]3[CH2:59][CH2:58][CH:57]([N:60]([CH3:61])[C:76]([C:74]4[C:73]([C:79]([F:80])([F:81])[F:82])=[N:72][N:71]([CH2:70][C:69]5[CH:68]=[CH:67][C:66]([O:65][CH3:64])=[CH:84][CH:83]=5)[CH:75]=4)=[O:77])[CH2:56][CH2:55]3)=[C:50]([CH3:62])[C:49]=2[CH3:63])=[CH:44][CH:43]=1. (4) Given the reactants [NH2:1][C:2]1[CH:15]=[CH:14][C:5]([O:6][C:7]2[CH:12]=[CH:11][N:10]=[C:9]([NH2:13])[CH:8]=2)=[CH:4][C:3]=1[Cl:16].C(N(CC)CC)C.Cl[C:25](OC1C=CC=CC=1)=[O:26].[CH3:34][N:35]1[CH2:40][CH2:39][N:38]([CH2:41][CH2:42][CH2:43][NH2:44])[CH2:37][CH2:36]1, predict the reaction product. The product is: [NH2:1][C:2]1[CH:15]=[CH:14][C:5]([O:6][C:7]2[CH:12]=[CH:11][N:10]=[C:9]([NH:13][C:25]([NH:44][CH2:43][CH2:42][CH2:41][N:38]3[CH2:39][CH2:40][N:35]([CH3:34])[CH2:36][CH2:37]3)=[O:26])[CH:8]=2)=[CH:4][C:3]=1[Cl:16]. (5) Given the reactants [CH3:1][O:2][C:3](=[O:17])[C:4](=O)[CH2:5][C:6]([C:8]1[CH:13]=[CH:12][C:11]([C:14]#[N:15])=[CH:10][N:9]=1)=O.[Cl:18][C:19]1[N:20]=[N:21][C:22]([NH:25][NH2:26])=[CH:23][CH:24]=1.C(O)(=O)C.Cl, predict the reaction product. The product is: [CH3:1][O:2][C:3]([C:4]1[CH:5]=[C:6]([C:8]2[CH:13]=[CH:12][C:11]([C:14]#[N:15])=[CH:10][N:9]=2)[N:25]([C:22]2[N:21]=[N:20][C:19]([Cl:18])=[CH:24][CH:23]=2)[N:26]=1)=[O:17]. (6) Given the reactants [CH3:1][N:2]1[CH2:8][CH2:7][CH2:6][NH:5][CH2:4][CH2:3]1.[C:9]1([CH2:15][N:16]2[CH2:21][CH2:20][C:19](=O)[CH2:18][CH2:17]2)[CH:14]=[CH:13][CH:12]=[CH:11][CH:10]=1, predict the reaction product. The product is: [CH3:1][N:2]1[CH2:8][CH2:7][CH2:6][N:5]([CH:19]2[CH2:18][CH2:17][N:16]([CH2:15][C:9]3[CH:14]=[CH:13][CH:12]=[CH:11][CH:10]=3)[CH2:21][CH2:20]2)[CH2:4][CH2:3]1. (7) The product is: [OH:31][C:30]1[CH:39]=[C:26]([C:24]2=[CH:25][CH:19]([OH:18])[CH2:20][CH2:21][C:22]3[C:45]([O:46][CH3:47])=[C:44]([O:48][CH3:49])[C:43]([O:50][CH3:51])=[CH:42][C:23]2=3)[CH:27]=[CH:28][C:29]=1[O:40][CH3:41]. Given the reactants [Si]([O:18][CH:19]1[CH2:20][CH2:21][C:22]2[C:45]([O:46][CH3:47])=[C:44]([O:48][CH3:49])[C:43]([O:50][CH3:51])=[CH:42][C:23]=2[C:24]([C:26]2[CH:27]=[CH:28][C:29]([O:40][CH3:41])=[C:30]([CH:39]=2)[O:31][Si](C(C)(C)C)(C)C)=[CH:25]1)(C(C)(C)C)(C1C=CC=CC=1)C1C=CC=CC=1.CCCC[N+](CCCC)(CCCC)CCCC.[F-], predict the reaction product.